Dataset: Reaction yield outcomes from USPTO patents with 853,638 reactions. Task: Predict the reaction yield, written as a fraction of the theoretical maximum amount of product (1.0 means a 100% yield; for example, 0.34 means a 34% yield). (1) The reactants are [CH3:1][C@:2]12[C@@:19]3([CH3:20])[C@@H:10]([C@:11]4([CH3:24])[C@@H:16]([CH2:17][CH2:18]3)[C:15]([CH3:22])([CH3:21])[C:14](=[O:23])[CH2:13][CH2:12]4)[CH2:9][CH2:8][C@@H:7]1[C@H:6]1[C@H:25]([C:28]([CH3:30])=[CH2:29])[CH2:26][CH2:27][C@:5]1([C:31]([O:33][CH2:34][C:35]1[CH:40]=[CH:39][CH:38]=[CH:37][CH:36]=1)=[O:32])[CH2:4][CH2:3]2.C[Si]([N-][Si](C)(C)C)(C)C.[K+].[F:51][C:52]([F:71])([F:70])[S:53](N(C1C=CC=CC=1)[S:53]([C:52]([F:71])([F:70])[F:51])(=[O:55])=[O:54])(=[O:55])=[O:54]. The catalyst is C1COCC1.C1(C)C=CC=CC=1.FC(F)(F)S(N(C1C=CC=CC=1)S(C(F)(F)F)(=O)=O)(=O)=O. The product is [CH3:1][C@:2]12[C@@:19]3([CH3:20])[C@@H:10]([C@:11]4([CH3:24])[C@@H:16]([CH2:17][CH2:18]3)[C:15]([CH3:21])([CH3:22])[C:14]([O:23][S:53]([C:52]([F:71])([F:70])[F:51])(=[O:55])=[O:54])=[CH:13][CH2:12]4)[CH2:9][CH2:8][C@@H:7]1[C@H:6]1[C@H:25]([C:28]([CH3:30])=[CH2:29])[CH2:26][CH2:27][C@:5]1([C:31]([O:33][CH2:34][C:35]1[CH:36]=[CH:37][CH:38]=[CH:39][CH:40]=1)=[O:32])[CH2:4][CH2:3]2. The yield is 1.11. (2) The reactants are [CH:1]([O:4][C:5]([C:7]1[C:12]([C:13](O)=O)=[CH:11][C:10]([Br:16])=[CH:9][N:8]=1)=[O:6])([CH3:3])[CH3:2].CS(Cl)(=O)=O.[N:22]1C=CC=CC=1. No catalyst specified. The product is [CH:1]([O:4][C:5]([C:7]1[C:12]([C:13]#[N:22])=[CH:11][C:10]([Br:16])=[CH:9][N:8]=1)=[O:6])([CH3:3])[CH3:2]. The yield is 0.540. (3) The reactants are [Cl:1][C:2]1[CH:3]=[C:4]([O:11][C:12]2[CH:20]=[CH:19][C:15]([C:16]([NH2:18])=[O:17])=[CH:14][C:13]=2[C:21]2[C:22]([O:27][CH3:28])=[N:23][CH:24]=[CH:25][CH:26]=2)[CH:5]=[N:6][C:7]=1[CH:8]1[CH2:10][CH2:9]1.C[Si]([N-][Si](C)(C)C)(C)C.[Li+].[CH3:39][S:40](Cl)(=[O:42])=[O:41].O. The catalyst is O1CCCC1. The product is [Cl:1][C:2]1[CH:3]=[C:4]([O:11][C:12]2[CH:20]=[CH:19][C:15]([C:16]([NH:18][S:40]([CH3:39])(=[O:42])=[O:41])=[O:17])=[CH:14][C:13]=2[C:21]2[C:22]([O:27][CH3:28])=[N:23][CH:24]=[CH:25][CH:26]=2)[CH:5]=[N:6][C:7]=1[CH:8]1[CH2:10][CH2:9]1. The yield is 0.440. (4) The reactants are [I:1][C:2]1[C:3]([O:27][C:28]2[CH:29]=[C:30]3[C:34](=[CH:35][CH:36]=2)[N:33]([C:37]([NH:39][CH3:40])=[O:38])[CH:32]=[CH:31]3)=[N:4][C:5](N(C(OC2C=CC=CC=2)=O)C(=O)OC2C=CC=CC=2)=[N:6][CH:7]=1.CO.C[NH2:44].O.[CH3:46][N:47](C)[CH:48]=[O:49]. No catalyst specified. The product is [CH3:40][NH:39][C:37]([N:33]1[C:34]2[C:30](=[CH:29][C:28]([O:27][C:3]3[C:2]([I:1])=[CH:7][N:6]=[C:5]([NH:44][C:48]([NH:47][CH3:46])=[O:49])[N:4]=3)=[CH:36][CH:35]=2)[CH:31]=[CH:32]1)=[O:38]. The yield is 0.860. (5) The reactants are C(Cl)(=O)C(Cl)=O.CS(C)=O.[C:11]1([CH2:17][CH2:18][CH2:19][OH:20])[CH:16]=[CH:15][CH:14]=[CH:13][CH:12]=1.C(N(CC)CC)C. The catalyst is C(Cl)Cl.O. The product is [C:11]1([CH2:17][CH2:18][CH:19]=[O:20])[CH:16]=[CH:15][CH:14]=[CH:13][CH:12]=1. The yield is 0.470. (6) The reactants are [CH2:1]([O:3][C:4]([C:6]1C(=O)O[N:8]([C:12]([O:14][C:15]2[CH:20]=[CH:19][CH:18]=[CH:17][CH:16]=2)=[S:13])[CH:7]=1)=[O:5])[CH3:2]. The catalyst is CC(C)=O. The product is [CH2:1]([O:3][C:4]([C:6]1[S:13][C:12]([O:14][C:15]2[CH:20]=[CH:19][CH:18]=[CH:17][CH:16]=2)=[N:8][CH:7]=1)=[O:5])[CH3:2]. The yield is 0.900. (7) The reactants are C([N:8]1[C:13](=[O:14])[CH:12]=[C:11]([C:15]2[CH:20]=[CH:19][C:18]([Cl:21])=[CH:17][CH:16]=2)[C:10]([C:22]2[CH:27]=[CH:26][CH:25]=[CH:24][C:23]=2[Cl:28])=[N:9]1)C1C=CC=CC=1.[Cl-].[Al+3].[Cl-].[Cl-]. The catalyst is C1(C)C=CC=CC=1. The product is [Cl:28][C:23]1[CH:24]=[CH:25][CH:26]=[CH:27][C:22]=1[C:10]1[C:11]([C:15]2[CH:16]=[CH:17][C:18]([Cl:21])=[CH:19][CH:20]=2)=[CH:12][C:13](=[O:14])[NH:8][N:9]=1. The yield is 0.760. (8) The reactants are [F:1][C:2]1([F:37])[CH2:5][CH:4]([NH:6][C:7]([C@@H:9]([C:30]2[CH:35]=[CH:34][CH:33]=[CH:32][C:31]=2[Cl:36])[N:10]([C:23]2[CH:28]=[CH:27][CH:26]=[C:25]([F:29])[CH:24]=2)[C:11]([C@@H:13]2[CH2:18][NH:17][CH2:16][CH2:15][N:14]2[C:19]([O:21][CH3:22])=[O:20])=[O:12])=[O:8])[CH2:3]1.CCN(CC)CC.[C:45](Cl)(=[O:47])[CH3:46]. The catalyst is CC#N.N. The product is [C:45]([N:17]1[CH2:16][CH2:15][N:14]([C:19]([O:21][CH3:22])=[O:20])[C@H:13]([C:11](=[O:12])[N:10]([C@H:9]([C:30]2[CH:35]=[CH:34][CH:33]=[CH:32][C:31]=2[Cl:36])[C:7]([NH:6][CH:4]2[CH2:3][C:2]([F:1])([F:37])[CH2:5]2)=[O:8])[C:23]2[CH:28]=[CH:27][CH:26]=[C:25]([F:29])[CH:24]=2)[CH2:18]1)(=[O:47])[CH3:46]. The yield is 0.460. (9) The reactants are [Li+].CC([N-][CH:6]([CH3:8])[CH3:7])C.[N:9]1[CH:14]=[CH:13][CH:12]=[C:11](C)[CH:10]=1.I[CH2:17][CH2:18][CH2:19][CH2:20][CH2:21][CH2:22][CH2:23][CH2:24][CH2:25][CH2:26]I.[NH4+:28].[Cl-].[CH2:30]1[CH2:34]O[CH2:32][CH2:31]1. No catalyst specified. The product is [CH2:17]([C:13]1[CH:14]=[N:9][CH:10]=[CH:11][CH:12]=1)[CH2:18][CH2:19][CH2:20][CH2:21][CH2:22][CH2:23][CH2:24][CH2:25][CH2:26][CH2:32][CH2:31][C:30]1[CH:34]=[N:28][CH:8]=[CH:6][CH:7]=1. The yield is 0.750.